This data is from Full USPTO retrosynthesis dataset with 1.9M reactions from patents (1976-2016). The task is: Predict the reactants needed to synthesize the given product. (1) The reactants are: C1(P(C2C=CC=CC=2)C2C=CC=CC=2)C=CC=CC=1.II.[Si:22]([O:29][CH2:30][C@@H:31]([NH:46][C:47]1[CH:52]=[CH:51][C:50]([C:53]#[N:54])=[C:49]([Cl:55])[C:48]=1[CH3:56])[C:32]([NH:34][NH:35][C:36](=O)[C:37]1[CH:42]=[CH:41][C:40]([C:43]#[N:44])=[CH:39][CH:38]=1)=[O:33])([C:25]([CH3:28])([CH3:27])[CH3:26])([CH3:24])[CH3:23]. Given the product [Si:22]([O:29][CH2:30][C@@H:31]([NH:46][C:47]1[CH:52]=[CH:51][C:50]([C:53]#[N:54])=[C:49]([Cl:55])[C:48]=1[CH3:56])[C:32]1[O:33][C:36]([C:37]2[CH:38]=[CH:39][C:40]([C:43]#[N:44])=[CH:41][CH:42]=2)=[N:35][N:34]=1)([C:25]([CH3:28])([CH3:27])[CH3:26])([CH3:23])[CH3:24], predict the reactants needed to synthesize it. (2) Given the product [C:1]([C:5]1[N:9]([CH2:10][CH:11]2[CH2:16][CH2:15][O:14][CH2:13][CH2:12]2)[C:8]2[CH:17]=[CH:18][C:19]([S:21]([N:24]3[CH2:25][CH:26]([NH2:28])[CH2:27]3)(=[O:23])=[O:22])=[CH:20][C:7]=2[N:6]=1)([CH3:4])([CH3:2])[CH3:3], predict the reactants needed to synthesize it. The reactants are: [C:1]([C:5]1[N:9]([CH2:10][CH:11]2[CH2:16][CH2:15][O:14][CH2:13][CH2:12]2)[C:8]2[CH:17]=[CH:18][C:19]([S:21]([N:24]3[CH2:27][CH:26]([NH:28]C(=O)OC(C)(C)C)[CH2:25]3)(=[O:23])=[O:22])=[CH:20][C:7]=2[N:6]=1)([CH3:4])([CH3:3])[CH3:2].C(O)(C(F)(F)F)=O. (3) Given the product [Cl:14][C:11]1[C:2]([OH:1])=[CH:3][CH:4]=[C:5]2[C:10]=1[CH:9]=[C:8]([C:12]#[N:13])[CH:7]=[CH:6]2, predict the reactants needed to synthesize it. The reactants are: [OH:1][C:2]1[CH:11]=[C:10]2[C:5]([CH:6]=[CH:7][C:8]([C:12]#[N:13])=[CH:9]2)=[CH:4][CH:3]=1.[Cl:14]OC(C)(C)C. (4) Given the product [CH3:29][O:30][C:31]1[CH:36]=[CH:35][C:34]([C:2]2[N:7]=[N:6][C:5]([NH:8][C:9]3[CH:18]=[C:17]4[C:12]([CH:13]=[CH:14][CH:15]=[N:16]4)=[CH:11][CH:10]=3)=[CH:4][C:3]=2[C:19]2[CH:24]=[CH:23][C:22]([C:25]([F:28])([F:27])[F:26])=[CH:21][CH:20]=2)=[CH:33][CH:32]=1, predict the reactants needed to synthesize it. The reactants are: Cl[C:2]1[N:7]=[N:6][C:5]([NH:8][C:9]2[CH:18]=[C:17]3[C:12]([CH:13]=[CH:14][CH:15]=[N:16]3)=[CH:11][CH:10]=2)=[CH:4][C:3]=1[C:19]1[CH:24]=[CH:23][C:22]([C:25]([F:28])([F:27])[F:26])=[CH:21][CH:20]=1.[CH3:29][O:30][C:31]1[CH:36]=[CH:35][C:34](B(O)O)=[CH:33][CH:32]=1.C([O-])([O-])=O.[Na+].[Na+].